Task: Predict which catalyst facilitates the given reaction.. Dataset: Catalyst prediction with 721,799 reactions and 888 catalyst types from USPTO Reactant: FC(F)(F)C(O)=O.[NH:8]1[CH2:13][CH2:12][CH:11]([N:14]([CH2:39][C:40]2[CH:45]=[CH:44][C:43]([C:46]3[CH:51]=[CH:50][C:49]([C:52]([F:55])([F:54])[F:53])=[CH:48][CH:47]=3)=[CH:42][CH:41]=2)[C:15](=[O:38])[CH2:16][N:17]2[C:26]3[C:21](=[CH:22][CH:23]=[CH:24][CH:25]=3)[C:20](=[O:27])[CH:19]=[C:18]2[S:28][CH2:29][C:30]2[CH:35]=[CH:34][CH:33]=[C:32]([F:36])[C:31]=2[F:37])[CH2:10][CH2:9]1.Cl[CH2:57][CH2:58][CH:59]=[CH2:60].C(=O)([O-])[O-].[K+].[K+].[I-].[Na+]. Product: [CH2:60]([N:8]1[CH2:9][CH2:10][CH:11]([N:14]([CH2:39][C:40]2[CH:45]=[CH:44][C:43]([C:46]3[CH:47]=[CH:48][C:49]([C:52]([F:53])([F:54])[F:55])=[CH:50][CH:51]=3)=[CH:42][CH:41]=2)[C:15](=[O:38])[CH2:16][N:17]2[C:26]3[C:21](=[CH:22][CH:23]=[CH:24][CH:25]=3)[C:20](=[O:27])[CH:19]=[C:18]2[S:28][CH2:29][C:30]2[CH:35]=[CH:34][CH:33]=[C:32]([F:36])[C:31]=2[F:37])[CH2:12][CH2:13]1)[CH2:59][CH:58]=[CH2:57]. The catalyst class is: 9.